Predict which catalyst facilitates the given reaction. From a dataset of Catalyst prediction with 721,799 reactions and 888 catalyst types from USPTO. (1) Reactant: [Cl:1][C:2]1[C:6]([NH:7][C:8](=O)[CH3:9])=[CH:5][N:4]([C:11]2[CH:12]=[N:13][CH:14]=[CH:15][CH:16]=2)[N:3]=1.CC(C)([O-])C.[Na+].C(Br)C.Cl. Product: [Cl:1][C:2]1[C:6]([NH:7][CH2:8][CH3:9])=[CH:5][N:4]([C:11]2[CH:12]=[N:13][CH:14]=[CH:15][CH:16]=2)[N:3]=1. The catalyst class is: 7. (2) Reactant: [C:1](Cl)(Cl)=[S:2].[NH2:5][C:6]1[C:7]([OH:21])=[N:8][C:9]([CH2:13][C:14]2[CH:19]=[CH:18][C:17]([Cl:20])=[CH:16][CH:15]=2)=[N:10][C:11]=1[OH:12].C(=O)([O-])[O-].[K+].[K+].O. Product: [Cl:20][C:17]1[CH:18]=[CH:19][C:14]([CH2:13][C:9]2[N:8]=[C:7]([OH:21])[C:6]3[N:5]=[C:1]([SH:2])[O:12][C:11]=3[N:10]=2)=[CH:15][CH:16]=1. The catalyst class is: 60. (3) Reactant: [F:1][CH:2]([F:22])[S:3][C:4]1[CH:9]=[CH:8][C:7]([C:10]2(O)[CH2:13][N:12]([C:14]([O:16][C:17]([CH3:20])([CH3:19])[CH3:18])=[O:15])[CH2:11]2)=[CH:6][CH:5]=1.CCN(S(F)(F)[F:29])CC. Product: [F:1][CH:2]([F:22])[S:3][C:4]1[CH:9]=[CH:8][C:7]([C:10]2([F:29])[CH2:13][N:12]([C:14]([O:16][C:17]([CH3:20])([CH3:19])[CH3:18])=[O:15])[CH2:11]2)=[CH:6][CH:5]=1. The catalyst class is: 2. (4) Reactant: [F:1][C:2]1[CH:7]=[CH:6][C:5]([CH:8]([CH2:13]NC(C)C)[C:9]([O:11]C)=[O:10])=[CH:4][CH:3]=1.[CH3:18][C:19]([O:22][C:23](O[C:23]([O:22][C:19]([CH3:21])([CH3:20])[CH3:18])=[O:24])=[O:24])([CH3:21])[CH3:20].O.O[Li].O. Product: [C:19]([O:22][C:23]([CH2:13][CH:8]([C:5]1[CH:4]=[CH:3][C:2]([F:1])=[CH:7][CH:6]=1)[C:9]([OH:11])=[O:10])=[O:24])([CH3:21])([CH3:20])[CH3:18]. The catalyst class is: 2. (5) Reactant: [CH:1]1([N:4]2[C:12]3[C:7](=[C:8]([OH:18])[CH:9]=[C:10]([C:13]([O:15][CH2:16][CH3:17])=[O:14])[CH:11]=3)[CH:6]=[CH:5]2)[CH2:3][CH2:2]1.[C:19]([O-])([O-])=O.[K+].[K+].CN(C=O)C.CI. Product: [CH:1]1([N:4]2[C:12]3[C:7](=[C:8]([O:18][CH3:19])[CH:9]=[C:10]([C:13]([O:15][CH2:16][CH3:17])=[O:14])[CH:11]=3)[CH:6]=[CH:5]2)[CH2:2][CH2:3]1. The catalyst class is: 25. (6) Reactant: [OH-].[NH4+:2].[CH2:3]([C:5]1[N:6]([CH2:29][CH:30]([CH3:32])[CH3:31])[C:7]2[C:16]3[CH:15]=[CH:14][C:13]([O:17][CH2:18][C:19]([N:21]4[CH2:26][CH2:25][O:24][CH2:23][CH2:22]4)=[O:20])=[CH:12][C:11]=3[N+:10]([O-])=[CH:9][C:8]=2[N:28]=1)[CH3:4].C1(C)C=CC(S(Cl)(=O)=O)=CC=1. Product: [CH2:3]([C:5]1[N:6]([CH2:29][CH:30]([CH3:32])[CH3:31])[C:7]2[C:16]3[CH:15]=[CH:14][C:13]([O:17][CH2:18][C:19]([N:21]4[CH2:26][CH2:25][O:24][CH2:23][CH2:22]4)=[O:20])=[CH:12][C:11]=3[N:10]=[C:9]([NH2:2])[C:8]=2[N:28]=1)[CH3:4]. The catalyst class is: 4. (7) Reactant: [OH:1][C:2]1[C:7]2[C@@:8]3([OH:45])[C@@:21]([O:25][CH3:26])([C@H:22]([OH:24])[CH2:23][C:6]=2[CH:5]=[C:4]([CH3:46])[C:3]=1[C:47](O)=[O:48])[C:20](=[O:27])[C:19]1[C:10](=[CH:11][C:12]2[C:13](=[O:43])[C:14]([NH:30][CH:31]4[C@H:36]([O:37][CH3:38])[C@H:35]([OH:39])[C@@H:34]([O:40][CH3:41])[C@H:33]([CH3:42])[O:32]4)=[CH:15][C:16](=[O:29])[C:17]=2[C:18]=1[OH:28])[C:9]3=[O:44].O.ON1C2C=CC=CC=2N=N1.[NH2:61][C:62]1[CH:67]=[CH:66][C:65]([C:68]2[CH:73]=[CH:72][CH:71]=[CH:70][CH:69]=2)=[CH:64][CH:63]=1. Product: [C:65]1([C:68]2[CH:73]=[CH:72][CH:71]=[CH:70][CH:69]=2)[CH:64]=[CH:63][C:62]([NH:61][C:47]([C:3]2[C:4]([CH3:46])=[CH:5][C:6]3[CH2:23][C@@H:22]([OH:24])[C@:21]4([O:25][CH3:26])[C@@:8]([OH:45])([C:9](=[O:44])[C:10]5[C:19]([C:20]4=[O:27])=[C:18]([OH:28])[C:17]4[C:16](=[O:29])[CH:15]=[C:14]([NH:30][CH:31]6[C@H:36]([O:37][CH3:38])[C@H:35]([OH:39])[C@@H:34]([O:40][CH3:41])[C@H:33]([CH3:42])[O:32]6)[C:13](=[O:43])[C:12]=4[CH:11]=5)[C:7]=3[C:2]=2[OH:1])=[O:48])=[CH:67][CH:66]=1. The catalyst class is: 1. (8) Reactant: [Cl:1][C:2]1[CH:7]=[CH:6][C:5]([S:8]([CH:11]([C:20]2[CH:25]=[C:24]([F:26])[CH:23]=[CH:22][C:21]=2[F:27])[C:12]2[N:17]=[CH:16][C:15]([CH2:18][NH2:19])=[CH:14][CH:13]=2)(=[O:10])=[O:9])=[CH:4][CH:3]=1.[N:28]1[CH:33]=[CH:32][C:31](/[CH:34]=[CH:35]/[C:36](O)=[O:37])=[CH:30][CH:29]=1.N1(O)C2C=CC=CC=2N=N1.CN1CCOCC1.Cl.C(N=C=NCCCN(C)C)C. Product: [Cl:1][C:2]1[CH:7]=[CH:6][C:5]([S:8]([CH:11]([C:20]2[CH:25]=[C:24]([F:26])[CH:23]=[CH:22][C:21]=2[F:27])[C:12]2[N:17]=[CH:16][C:15]([CH2:18][NH:19][C:36](=[O:37])/[CH:35]=[CH:34]/[C:31]3[CH:32]=[CH:33][N:28]=[CH:29][CH:30]=3)=[CH:14][CH:13]=2)(=[O:10])=[O:9])=[CH:4][CH:3]=1. The catalyst class is: 866. (9) Reactant: [Cl:1][C:2]1[CH:24]=[N:23][CH:22]=[CH:21][C:3]=1[C:4]([NH:6][C:7]1[CH:8]=[C:9]2[C:13](=[CH:14][C:15]=1O)[C:12]([F:18])([F:17])[O:11][C:10]2([F:20])[F:19])=[O:5].O1CCCC1.C1(P(C2C=CC=CC=2)C2C=CC=CC=2)C=CC=CC=1.N(C(OCC)=O)=NC(OCC)=O. Product: [Cl:1][C:2]1[CH:24]=[N:23][CH:22]=[CH:21][C:3]=1[C:4]1[O:5][C:15]2[CH:14]=[C:13]3[C:12]([F:17])([F:18])[O:11][C:10]([F:19])([F:20])[C:9]3=[CH:8][C:7]=2[N:6]=1. The catalyst class is: 11.